From a dataset of Reaction yield outcomes from USPTO patents with 853,638 reactions. Predict the reaction yield, written as a fraction of the theoretical maximum amount of product (1.0 means a 100% yield; for example, 0.34 means a 34% yield). The reactants are [NH2:1][C:2]1[N:7]=[CH:6][N:5]=[C:4]2[N:8]([CH:12]([C:14]3[C:15]([O:36][CH2:37][CH3:38])=[C:16]([CH:22]4[CH2:25][N:24](C(OCC5C=CC=CC=5)=O)[CH2:23]4)[C:17]([CH3:21])=[C:18]([Cl:20])[CH:19]=3)[CH3:13])[N:9]=[C:10]([CH3:11])[C:3]=12.Cl.O. The catalyst is CO.[Pd]. The product is [NH:24]1[CH2:23][CH:22]([C:16]2[C:15]([O:36][CH2:37][CH3:38])=[C:14]([CH:12]([N:8]3[C:4]4=[N:5][CH:6]=[N:7][C:2]([NH2:1])=[C:3]4[C:10]([CH3:11])=[N:9]3)[CH3:13])[CH:19]=[C:18]([Cl:20])[C:17]=2[CH3:21])[CH2:25]1. The yield is 0.920.